From a dataset of Full USPTO retrosynthesis dataset with 1.9M reactions from patents (1976-2016). Predict the reactants needed to synthesize the given product. (1) Given the product [CH:2]1([C:13]([OH:15])=[O:14])[CH:1]([C:17]([OH:19])=[O:18])[CH:4]([C:5]([OH:7])=[O:6])[CH:3]1[C:9]([OH:11])=[O:10], predict the reactants needed to synthesize it. The reactants are: [CH:1]1([C:17]([O:19]C)=[O:18])[CH:4]([C:5]([O:7]C)=[O:6])[CH:3]([C:9]([O:11]C)=[O:10])[CH:2]1[C:13]([O:15]C)=[O:14]. (2) Given the product [N:42]([CH2:28][C@@H:26]1[O:25][C:24](=[O:40])[N:23]([C:20]2[CH:21]=[CH:22][C:17]([N:14]3[CH2:15][CH2:16][N:11]([C:9]([O:8][CH2:1][C:2]4[CH:7]=[CH:6][CH:5]=[CH:4][CH:3]=4)=[O:10])[CH2:12][CH2:13]3)=[C:18]([F:41])[CH:19]=2)[CH2:27]1)=[N+:43]=[N-:44], predict the reactants needed to synthesize it. The reactants are: [CH2:1]([O:8][C:9]([N:11]1[CH2:16][CH2:15][N:14]([C:17]2[CH:22]=[CH:21][C:20]([N:23]3[CH2:27][CH:26]([CH2:28]OS(C4C=CC(C)=CC=4)(=O)=O)[O:25][C:24]3=[O:40])=[CH:19][C:18]=2[F:41])[CH2:13][CH2:12]1)=[O:10])[C:2]1[CH:7]=[CH:6][CH:5]=[CH:4][CH:3]=1.[N-:42]=[N+:43]=[N-:44].[Na+]. (3) Given the product [Cl:1][C:2]1[CH:10]=[CH:9][C:5]([C:6]([Cl:23])=[O:7])=[C:4]([F:11])[C:3]=1[N+:12]([O-:14])=[O:13], predict the reactants needed to synthesize it. The reactants are: [Cl:1][C:2]1[CH:10]=[CH:9][C:5]([C:6](O)=[O:7])=[C:4]([F:11])[C:3]=1[N+:12]([O-:14])=[O:13].CN(C=O)C.C(Cl)(=O)C([Cl:23])=O.